From a dataset of Forward reaction prediction with 1.9M reactions from USPTO patents (1976-2016). Predict the product of the given reaction. (1) Given the reactants [CH3:1][CH:2]([CH3:13])[CH:3]([OH:12])[C:4]#[C:5][C:6]1[CH:11]=[CH:10][CH:9]=[CH:8][CH:7]=1.[C:14]1([SH:20])[CH:19]=[CH:18][CH:17]=[CH:16][CH:15]=1.C1(CC(SC2C=CC=CC=2)C(=O)C)C=CC=CC=1, predict the reaction product. The product is: [CH3:1][CH:2]([CH3:13])[C:3](=[O:12])[CH:4]([S:20][C:14]1[CH:19]=[CH:18][CH:17]=[CH:16][CH:15]=1)[CH2:5][C:6]1[CH:11]=[CH:10][CH:9]=[CH:8][CH:7]=1. (2) Given the reactants C(OC([N:8]1[CH2:13][CH2:12][C@@H:11]([OH:14])[C@H:10]([CH2:15][O:16][C:17]2[N:18]=[N:19][C:20]([CH2:36][CH2:37][CH2:38][CH3:39])=[C:21]([C:23]3[CH:28]=[CH:27][C:26]([O:29][CH:30]4[CH2:35][CH2:34][CH2:33][CH2:32][CH2:31]4)=[CH:25][CH:24]=3)[CH:22]=2)[CH2:9]1)=O)(C)(C)C.Cl, predict the reaction product. The product is: [CH2:36]([C:20]1[N:19]=[N:18][C:17]([O:16][CH2:15][C@H:10]2[C@H:11]([OH:14])[CH2:12][CH2:13][NH:8][CH2:9]2)=[CH:22][C:21]=1[C:23]1[CH:28]=[CH:27][C:26]([O:29][CH:30]2[CH2:35][CH2:34][CH2:33][CH2:32][CH2:31]2)=[CH:25][CH:24]=1)[CH2:37][CH2:38][CH3:39]. (3) Given the reactants [C:1]([O:5][C:6](=[O:30])[NH:7][CH2:8][C:9]1([C:24]2[CH:29]=[CH:28][CH:27]=[CH:26][CH:25]=2)[CH2:14][CH2:13][N:12](CC2C=CC(OC)=CC=2)[CH2:11][CH2:10]1)([CH3:4])([CH3:3])[CH3:2].Cl[C:32]([O:34][CH:35]([Cl:37])[CH3:36])=[O:33], predict the reaction product. The product is: [Cl:37][CH:35]([O:34][C:32]([N:12]1[CH2:13][CH2:14][C:9]([CH2:8][NH:7][C:6]([O:5][C:1]([CH3:4])([CH3:3])[CH3:2])=[O:30])([C:24]2[CH:29]=[CH:28][CH:27]=[CH:26][CH:25]=2)[CH2:10][CH2:11]1)=[O:33])[CH3:36].